Dataset: Reaction yield outcomes from USPTO patents with 853,638 reactions. Task: Predict the reaction yield, written as a fraction of the theoretical maximum amount of product (1.0 means a 100% yield; for example, 0.34 means a 34% yield). (1) The reactants are [Cl:1][C:2]1[CH:3]=[C:4]([C:10]2[CH:15]=[C:14]([Cl:16])[C:13]([Cl:17])=[C:12]([Cl:18])[CH:11]=2)[CH:5]=[CH:6][C:7]=1[O:8]C.B(Br)(Br)Br. No catalyst specified. The product is [Cl:1][C:2]1[CH:3]=[C:4]([C:10]2[CH:11]=[C:12]([Cl:18])[C:13]([Cl:17])=[C:14]([Cl:16])[CH:15]=2)[CH:5]=[CH:6][C:7]=1[OH:8]. The yield is 0.900. (2) The catalyst is C1(C)C=CC=CC=1. The yield is 0.860. The reactants are [CH3:1][O:2][CH:3]([O:9][CH3:10])/[CH:4]=[CH:5]/[N+:6]([O-:8])=[O:7].[CH2:11]([SH:18])[C:12]1[CH:17]=[CH:16][CH:15]=[CH:14][CH:13]=1.N1CCCCC1.O. The product is [CH3:1][O:2][CH:3]([O:9][CH3:10])[CH:4]([S:18][CH2:11][C:12]1[CH:17]=[CH:16][CH:15]=[CH:14][CH:13]=1)[CH2:5][N+:6]([O-:8])=[O:7]. (3) The reactants are F[C:2]1[C:9]([F:10])=[CH:8][CH:7]=[C:6]([F:11])[C:3]=1[C:4]#[N:5].[OH-].[NH4+:13]. The catalyst is C(#N)C. The product is [NH2:13][C:2]1[C:9]([F:10])=[CH:8][CH:7]=[C:6]([F:11])[C:3]=1[C:4]#[N:5]. The yield is 0.930. (4) The reactants are [OH:1][C@:2]1([CH3:21])[CH2:7][CH2:6][CH2:5][C@H:4]([NH:8][C:9]2[C:14]([C:15]#[N:16])=[CH:13][N:12]=[C:11](S(C)(=O)=O)[N:10]=2)[CH2:3]1.[F:22][C:23]([F:35])([CH3:34])[CH2:24][O:25][C:26]1[C:31]([CH2:32][NH2:33])=[CH:30][N:29]=[CH:28][N:27]=1.CCN(C(C)C)C(C)C. The catalyst is C1COCC1. The product is [F:35][C:23]([F:22])([CH3:34])[CH2:24][O:25][C:26]1[C:31]([CH2:32][NH:33][C:11]2[N:10]=[C:9]([NH:8][C@H:4]3[CH2:5][CH2:6][CH2:7][C@:2]([OH:1])([CH3:21])[CH2:3]3)[C:14]([C:15]#[N:16])=[CH:13][N:12]=2)=[CH:30][N:29]=[CH:28][N:27]=1. The yield is 0.240. (5) The reactants are Cl[C:2]1[CH:7]=[C:6]([C:8]([F:11])([F:10])[F:9])[CH:5]=[CH:4][N:3]=1.[CH3:12][O:13][C:14]1[CH:15]=[C:16]([CH:19]=[C:20](B2OC(C)(C)C(C)(C)O2)[CH:21]=1)[C:17]#[N:18].C(=O)([O-])[O-].[Na+].[Na+]. The catalyst is C(COC)OC. The product is [CH3:12][O:13][C:14]1[CH:15]=[C:16]([CH:19]=[C:20]([C:2]2[CH:7]=[C:6]([C:8]([F:11])([F:10])[F:9])[CH:5]=[CH:4][N:3]=2)[CH:21]=1)[C:17]#[N:18]. The yield is 0.820. (6) The reactants are Cl.[CH2:2]([C:5]1[NH:9][CH:8]=[N:7][C:6]=1[C:10]([OH:12])=O)[CH2:3][CH3:4].C(Cl)(=O)C([Cl:16])=O. No catalyst specified. The product is [CH2:2]([C:5]1[NH:9][CH:8]=[N:7][C:6]=1[C:10]([Cl:16])=[O:12])[CH2:3][CH3:4]. The yield is 0.710.